From a dataset of Forward reaction prediction with 1.9M reactions from USPTO patents (1976-2016). Predict the product of the given reaction. (1) Given the reactants [CH3:1][C:2]1[C:6]([C:7]2[CH:8]=[C:9]([CH:26]([C:28]3[CH:33]=[CH:32][C:31]([F:34])=[CH:30][N:29]=3)[OH:27])[C:10]3[N:14]=[C:13]([O:15][CH2:16][CH3:17])[N:12]([C:18]([O:20][C:21]([CH3:24])([CH3:23])[CH3:22])=[O:19])[C:11]=3[CH:25]=2)=[C:5]([CH3:35])[O:4][N:3]=1.CC(OI1(OC(C)=O)(OC(C)=O)OC(=O)C2C=CC=CC1=2)=O.C(N(CC)C(C)C)(C)C.C(OC(OC(C)(C)C)=O)(OC(C)(C)C)=O, predict the reaction product. The product is: [CH3:1][C:2]1[C:6]([C:7]2[CH:8]=[C:9]([C:26](=[O:27])[C:28]3[CH:33]=[CH:32][C:31]([F:34])=[CH:30][N:29]=3)[C:10]3[N:14]=[C:13]([O:15][CH2:16][CH3:17])[N:12]([C:18]([O:20][C:21]([CH3:23])([CH3:24])[CH3:22])=[O:19])[C:11]=3[CH:25]=2)=[C:5]([CH3:35])[O:4][N:3]=1. (2) Given the reactants C[N:2]([CH:4]=[C:5]1[CH2:11][CH2:10][CH2:9][C:8]2[CH:12]=[C:13]([N:16]3[CH2:20][C@H:19]([CH2:21][N:22]4[CH:27]=[CH:26][CH:25]=[CH:24][C:23]4=[O:28])[O:18][C:17]3=[O:29])[CH:14]=[CH:15][C:7]=2[C:6]1=[O:30])C.NOS(O)(=O)=O.C(=O)(O)[O-].[Na+].C(OCC)(=O)C, predict the reaction product. The product is: [O:30]1[C:6]2[C:7]3[CH:15]=[CH:14][C:13]([N:16]4[CH2:20][C@H:19]([CH2:21][N:22]5[CH:27]=[CH:26][CH:25]=[CH:24][C:23]5=[O:28])[O:18][C:17]4=[O:29])=[CH:12][C:8]=3[CH2:9][CH2:10][CH2:11][C:5]=2[CH:4]=[N:2]1.